Dataset: Full USPTO retrosynthesis dataset with 1.9M reactions from patents (1976-2016). Task: Predict the reactants needed to synthesize the given product. (1) Given the product [CH2:23]([N:22]([CH2:25][CH3:26])[C:21]([C:18]1[CH:19]=[CH:20][C:15]([C:14]([C:41]2[CH:40]=[CH:39][CH:38]=[C:37]([OH:36])[CH:42]=2)=[C:11]2[CH2:12][CH2:13][N:8]([C:6]([O:5][C:1]([CH3:4])([CH3:3])[CH3:2])=[O:7])[CH2:9][CH2:10]2)=[CH:16][CH:17]=1)=[O:27])[CH3:24], predict the reactants needed to synthesize it. The reactants are: [C:1]([O:5][C:6]([N:8]1[CH2:13][CH2:12][C:11](=[C:14](Br)[C:15]2[CH:20]=[CH:19][C:18]([C:21](=[O:27])[N:22]([CH2:25][CH3:26])[CH2:23][CH3:24])=[CH:17][CH:16]=2)[CH2:10][CH2:9]1)=[O:7])([CH3:4])([CH3:3])[CH3:2].C1(C)C=CC=CC=1.[OH:36][C:37]1[CH:38]=[C:39](B(O)O)[CH:40]=[CH:41][CH:42]=1.C(=O)([O-])[O-].[Na+].[Na+]. (2) Given the product [NH2:1][C:2]1[C:7]([F:8])=[C:6]([C:9]2[C:17]3[O:16][C:15]([F:19])([F:18])[O:14][C:13]=3[C:12]([Br:29])=[CH:11][CH:10]=2)[N:5]=[C:4]([C:24]([O:26][CH3:27])=[O:25])[C:3]=1[Cl:28], predict the reactants needed to synthesize it. The reactants are: [NH2:1][C:2]1[C:7]([F:8])=[C:6]([C:9]2[C:17]3[O:16][C:15]([F:19])([F:18])[O:14][C:13]=3[C:12]([Si](C)(C)C)=[CH:11][CH:10]=2)[N:5]=[C:4]([C:24]([O:26][CH3:27])=[O:25])[C:3]=1[Cl:28].[Br:29]Br.OS([O-])=O.[Na+]. (3) Given the product [Br:10][C:6]1[C:7]([CH2:8][CH3:9])=[C:2]([CH:22]=[O:23])[CH:3]=[N:4][CH:5]=1, predict the reactants needed to synthesize it. The reactants are: Br[C:2]1[CH:3]=[N:4][CH:5]=[C:6]([Br:10])[C:7]=1[CH2:8][CH3:9].CO.N#N.C([Li])CCC.CN(C)[CH:22]=[O:23]. (4) The reactants are: [C:1]([C:4]1[N:9]=[N:8][C:7]([N:10]([CH2:18][C:19]2([C:23]3[C:28]([F:29])=[CH:27][CH:26]=[CH:25][N:24]=3)[CH2:22][CH2:21][CH2:20]2)[C:11](=[O:17])[O:12][C:13]([CH3:16])([CH3:15])[CH3:14])=[CH:6][CH:5]=1)(=[S:3])[NH2:2].[CH2:30]([O:32][C:33](=[O:41])[CH:34](Br)[C:35](OCC)=[O:36])[CH3:31]. Given the product [C:13]([O:12][C:11]([N:10]([CH2:18][C:19]1([C:23]2[C:28]([F:29])=[CH:27][CH:26]=[CH:25][N:24]=2)[CH2:22][CH2:21][CH2:20]1)[C:7]1[N:8]=[N:9][C:4]([CH:1]2[N:2]=[C:35]([OH:36])[CH:34]([C:33]([O:32][CH2:30][CH3:31])=[O:41])[S:3]2)=[CH:5][CH:6]=1)=[O:17])([CH3:16])([CH3:15])[CH3:14], predict the reactants needed to synthesize it. (5) Given the product [F:16][C:17]1[CH:18]=[CH:19][C:20]([O:24][CH2:25][CH2:26][CH3:27])=[C:21]([NH:22][CH:11]=[C:6]2[C:7](=[O:8])[O:9][C:2]([CH3:10])([CH3:1])[O:3][C:4]2=[O:5])[CH:23]=1, predict the reactants needed to synthesize it. The reactants are: [CH3:1][C:2]1([CH3:10])[O:9][C:7](=[O:8])[CH2:6][C:4](=[O:5])[O:3]1.[CH:11]([O-])([O-])OC.[F:16][C:17]1[CH:18]=[CH:19][C:20]([O:24][CH2:25][CH2:26][CH3:27])=[C:21]([CH:23]=1)[NH2:22].